From a dataset of Full USPTO retrosynthesis dataset with 1.9M reactions from patents (1976-2016). Predict the reactants needed to synthesize the given product. (1) Given the product [CH2:31]([N:33]([CH2:34][C:35]1[CH:40]=[CH:39][N:38]=[CH:37][CH:36]=1)[C:26]([N:17]1[CH2:16][CH2:15][C:12]2([C:11](=[O:20])[N:10]([C:7]3[CH:8]=[CH:9][C:4]([O:3][C:2]([F:1])([F:21])[F:22])=[CH:5][CH:6]=3)[CH2:14][CH2:13]2)[CH2:19][CH2:18]1)=[O:25])[CH3:32], predict the reactants needed to synthesize it. The reactants are: [F:1][C:2]([F:22])([F:21])[O:3][C:4]1[CH:9]=[CH:8][C:7]([N:10]2[CH2:14][CH2:13][C:12]3([CH2:19][CH2:18][NH:17][CH2:16][CH2:15]3)[C:11]2=[O:20])=[CH:6][CH:5]=1.O=C(Cl)[O:25][C:26](Cl)(Cl)Cl.[CH2:31]([NH:33][CH2:34][C:35]1[CH:40]=[CH:39][N:38]=[CH:37][CH:36]=1)[CH3:32]. (2) Given the product [Br:39][C:40]1[CH:41]=[C:42]([C@@:47]([NH:50][S@@:51]([C:53]([CH3:56])([CH3:55])[CH3:54])=[O:52])([CH2:37]/[C:32](=[N:31]/[N:30]([CH3:38])[CH3:29])/[C:33]([F:36])([F:35])[F:34])[CH2:48][F:49])[C:43]([F:46])=[N:44][CH:45]=1, predict the reactants needed to synthesize it. The reactants are: C([N-]C(C)C)(C)C.[Li+].O1CCCC1.CCCCCCC.C(C1C=CC=CC=1)C.[CH3:29][N:30]([CH3:38])/[N:31]=[C:32](\[CH3:37])/[C:33]([F:36])([F:35])[F:34].[Br:39][C:40]1[CH:41]=[C:42](/[C:47](=[N:50]\[S@@:51]([C:53]([CH3:56])([CH3:55])[CH3:54])=[O:52])/[CH2:48][F:49])[C:43]([F:46])=[N:44][CH:45]=1. (3) Given the product [ClH:27].[NH:1]1[CH:9]2[CH:4]([CH2:5][N:6]([C:10]([O:12][CH2:13][C:14]3[CH:19]=[CH:18][CH:17]=[CH:16][CH:15]=3)=[O:11])[CH2:7][CH2:8]2)[CH2:3][CH2:2]1, predict the reactants needed to synthesize it. The reactants are: [N:1]1(C(OC(C)(C)C)=O)[CH:9]2[CH:4]([CH2:5][N:6]([C:10]([O:12][CH2:13][C:14]3[CH:19]=[CH:18][CH:17]=[CH:16][CH:15]=3)=[O:11])[CH2:7][CH2:8]2)[CH2:3][CH2:2]1.[ClH:27]. (4) Given the product [F:1][C:2]1[C:3]([N:24]2[C:25](=[O:34])[C:26]3[C:31](=[CH:30][CH:29]=[CH:28][CH:27]=3)[C:32]2=[O:33])=[CH:4][C:5]([S:10]([N:13]2[C:19]3[CH:20]=[CH:21][CH:22]=[CH:23][C:18]=3[CH2:17][CH2:16][CH2:15][CH2:14]2)(=[O:11])=[O:12])=[C:6]([OH:8])[CH:7]=1, predict the reactants needed to synthesize it. The reactants are: [F:1][C:2]1[C:3]([N:24]2[C:32](=[O:33])[C:31]3[C:26](=[CH:27][CH:28]=[CH:29][CH:30]=3)[C:25]2=[O:34])=[CH:4][C:5]([S:10]([N:13]2[C:19]3[CH:20]=[CH:21][CH:22]=[CH:23][C:18]=3[CH2:17][CH2:16][CH2:15][CH2:14]2)(=[O:12])=[O:11])=[C:6]([O:8]C)[CH:7]=1.B(Br)(Br)Br.Cl.